Task: Predict the reaction yield, written as a fraction of the theoretical maximum amount of product (1.0 means a 100% yield; for example, 0.34 means a 34% yield).. Dataset: Reaction yield outcomes from USPTO patents with 853,638 reactions (1) The reactants are [CH2:1]([C:4]1[CH:5]=[C:6]([O:21][CH2:22][C:23]2[CH:28]=[CH:27][CH:26]=[CH:25][CH:24]=2)[C:7]([O:13][CH2:14][C:15]2[CH:20]=[CH:19][CH:18]=[CH:17][CH:16]=2)=[C:8]([CH:12]=1)[C:9]([OH:11])=[O:10])[CH:2]=[CH2:3]. The catalyst is Cl[Pd]Cl. The product is [CH2:14]([O:13][C:7]1[C:6]([O:21][CH2:22][C:23]2[CH:28]=[CH:27][CH:26]=[CH:25][CH:24]=2)=[CH:5][C:4](/[CH:1]=[CH:2]/[CH3:3])=[CH:12][C:8]=1[C:9]([OH:11])=[O:10])[C:15]1[CH:16]=[CH:17][CH:18]=[CH:19][CH:20]=1. The yield is 0.890. (2) The reactants are [H-].[Na+].[N+:3]([C:6]1[C:11]([OH:12])=[CH:10][CH:9]=[CH:8][N:7]=1)([O-:5])=[O:4].[C:13](Br)([Br:16])([F:15])[F:14]. The catalyst is CN1CCCC1=O. The product is [Br:16][C:13]([F:15])([F:14])[O:12][C:11]1[C:6]([N+:3]([O-:5])=[O:4])=[N:7][CH:8]=[CH:9][CH:10]=1. The yield is 0.230. (3) The reactants are [C:1]([C:3]1[C:4]([N-:19][CH2:20][CH:21]([CH3:23])[CH3:22])=[C:5]([OH:18])[C:6]([F:17])=[C:7]([C:10]2[CH:15]=[CH:14][CH:13]=[C:12]([OH:16])[CH:11]=2)[C:8]=1[CH3:9])#[N:2].O.C1(C)C=CC(S(O)(=O)=O)=CC=1.C1(C)C=CC=CC=1. The catalyst is C(OCC)(=O)C. The product is [F:17][C:6]1[C:7]([C:10]2[CH:15]=[CH:14][CH:13]=[C:12]([OH:16])[CH:11]=2)=[C:8]([CH3:9])[C:3]([C:1]#[N:2])=[C:4]2[C:5]=1[O:18][C:20]([CH:21]([CH3:23])[CH3:22])=[N:19]2. The yield is 0.540.